This data is from Forward reaction prediction with 1.9M reactions from USPTO patents (1976-2016). The task is: Predict the product of the given reaction. Given the reactants [F:1][C:2]1[CH:3]=[C:4](B(O)O)[CH:5]=[CH:6][C:7]=1[F:8].[C:12]1(=[O:17])[CH2:16][CH2:15][CH:14]=[CH:13]1.[Sb](Cl)(Cl)Cl.C([O-])(=O)C.[Na+], predict the reaction product. The product is: [F:1][C:2]1[CH:3]=[C:4]([CH:14]2[CH2:15][CH2:16][C:12](=[O:17])[CH2:13]2)[CH:5]=[CH:6][C:7]=1[F:8].